Dataset: Forward reaction prediction with 1.9M reactions from USPTO patents (1976-2016). Task: Predict the product of the given reaction. Given the reactants [NH2:1][C:2]1[C:7]([C:8]#[N:9])=[C:6]([C:10]2[CH:15]=[CH:14][C:13]([O:16][C@H:17]3[C@H:21]([OH:22])[CH2:20][O:19][CH2:18]3)=[CH:12][CH:11]=2)[C:5]([C:23]#[N:24])=[C:4]([SH:25])[N:3]=1.Cl.[N:27]1[CH:32]=[CH:31][CH:30]=[C:29]([CH2:33]Cl)[CH:28]=1.C(=O)([O-])[O-].[K+].[K+], predict the reaction product. The product is: [NH2:1][C:2]1[C:7]([C:8]#[N:9])=[C:6]([C:10]2[CH:15]=[CH:14][C:13]([O:16][C@H:17]3[C@H:21]([OH:22])[CH2:20][O:19][CH2:18]3)=[CH:12][CH:11]=2)[C:5]([C:23]#[N:24])=[C:4]([S:25][CH2:33][C:29]2[CH:28]=[N:27][CH:32]=[CH:31][CH:30]=2)[N:3]=1.